This data is from Peptide-MHC class I binding affinity with 185,985 pairs from IEDB/IMGT. The task is: Regression. Given a peptide amino acid sequence and an MHC pseudo amino acid sequence, predict their binding affinity value. This is MHC class I binding data. The MHC is HLA-A02:01 with pseudo-sequence HLA-A02:01. The peptide sequence is DNSTHNTPV. The binding affinity (normalized) is 0.